From a dataset of Full USPTO retrosynthesis dataset with 1.9M reactions from patents (1976-2016). Predict the reactants needed to synthesize the given product. (1) Given the product [CH3:22][N:21]1[C:17]([C:15]2[CH:14]=[CH:13][C:10]3[CH2:11][CH2:12][N:6]([CH:4]([CH3:5])[CH2:3][CH2:2][S:41][C:26]4[N:25]([CH3:24])[C:29]([C:30]5[CH:39]=[CH:38][CH:37]=[C:36]6[C:31]=5[CH:32]=[CH:33][C:34]([CH3:40])=[N:35]6)=[N:28][N:27]=4)[CH2:7][CH2:8][C:9]=3[CH:16]=2)=[CH:18][C:19]([CH3:23])=[N:20]1, predict the reactants needed to synthesize it. The reactants are: Cl[CH2:2][CH2:3][CH:4]([N:6]1[CH2:12][CH2:11][C:10]2[CH:13]=[CH:14][C:15]([C:17]3[N:21]([CH3:22])[N:20]=[C:19]([CH3:23])[CH:18]=3)=[CH:16][C:9]=2[CH2:8][CH2:7]1)[CH3:5].[CH3:24][N:25]1[C:29]([C:30]2[CH:39]=[CH:38][CH:37]=[C:36]3[C:31]=2[CH:32]=[CH:33][C:34]([CH3:40])=[N:35]3)=[N:28][NH:27][C:26]1=[S:41].[I-].[Na+].C(=O)([O-])[O-].[K+].[K+]. (2) Given the product [CH3:19][O:20][C:21]1[CH:26]=[C:25]([O:27][CH3:28])[CH:24]=[CH:23][C:22]=1[CH:29]1[CH2:30][CH2:31][N:32]([CH2:2][C:3]2[N:13]([CH2:14][C:15]([CH3:18])([CH3:17])[CH3:16])[C:6]3[N:7]=[C:8]([C:11]#[N:12])[N:9]=[CH:10][C:5]=3[CH:4]=2)[CH2:33][CH2:34]1, predict the reactants needed to synthesize it. The reactants are: Br[CH2:2][C:3]1[N:13]([CH2:14][C:15]([CH3:18])([CH3:17])[CH3:16])[C:6]2[N:7]=[C:8]([C:11]#[N:12])[N:9]=[CH:10][C:5]=2[CH:4]=1.[CH3:19][O:20][C:21]1[CH:26]=[C:25]([O:27][CH3:28])[CH:24]=[CH:23][C:22]=1[CH:29]1[CH2:34][CH2:33][NH:32][CH2:31][CH2:30]1.C(=O)([O-])[O-].[K+].[K+].